This data is from Reaction yield outcomes from USPTO patents with 853,638 reactions. The task is: Predict the reaction yield, written as a fraction of the theoretical maximum amount of product (1.0 means a 100% yield; for example, 0.34 means a 34% yield). (1) The reactants are [Br:1][C:2]1[C:7]([CH2:8][OH:9])=[CH:6][C:5]([N:10]([C:15]2[C:34]([CH:35]3[CH2:37][CH2:36]3)=[CH:33][C:18]3[C:19]([C:29]([NH:31][CH3:32])=[O:30])=[C:20]([C:22]4[CH:27]=[CH:26][C:25]([F:28])=[CH:24][CH:23]=4)[O:21][C:17]=3[CH:16]=2)[S:11]([CH3:14])(=[O:13])=[O:12])=[CH:4][C:3]=1[F:38].CCN(C(C)C)C(C)C.[CH2:48](Cl)[O:49][CH3:50]. The catalyst is C1COCC1. The product is [Br:1][C:2]1[C:7]([CH2:8][O:9][CH2:48][O:49][CH3:50])=[CH:6][C:5]([N:10]([C:15]2[C:34]([CH:35]3[CH2:37][CH2:36]3)=[CH:33][C:18]3[C:19]([C:29]([NH:31][CH3:32])=[O:30])=[C:20]([C:22]4[CH:23]=[CH:24][C:25]([F:28])=[CH:26][CH:27]=4)[O:21][C:17]=3[CH:16]=2)[S:11]([CH3:14])(=[O:13])=[O:12])=[CH:4][C:3]=1[F:38]. The yield is 0.700. (2) The reactants are Br[C:2]1[CH:7]=[CH:6][C:5]([S:8]([NH:11][CH:12]2[CH2:17][CH2:16][CH2:15][CH2:14][CH2:13]2)(=[O:10])=[O:9])=[CH:4][CH:3]=1.[C:18]([C:20]1[N:24]([CH3:25])[C:23](B(O)O)=[CH:22][CH:21]=1)#[N:19].[F-].[K+].C(P(C(C)(C)C)C(C)(C)C)(C)(C)C. The catalyst is C1C=CC(/C=C/C(/C=C/C2C=CC=CC=2)=O)=CC=1.C1C=CC(/C=C/C(/C=C/C2C=CC=CC=2)=O)=CC=1.C1C=CC(/C=C/C(/C=C/C2C=CC=CC=2)=O)=CC=1.[Pd].[Pd]. The product is [C:18]([C:20]1[N:24]([CH3:25])[C:23]([C:2]2[CH:7]=[CH:6][C:5]([S:8]([NH:11][CH:12]3[CH2:17][CH2:16][CH2:15][CH2:14][CH2:13]3)(=[O:10])=[O:9])=[CH:4][CH:3]=2)=[CH:22][CH:21]=1)#[N:19]. The yield is 0.0100. (3) The reactants are [CH3:1][O:2][C:3]1[N:8]=[C:7]([NH2:9])[C:6]([C:10]2[CH:15]=[CH:14][CH:13]=[CH:12][CH:11]=2)=[CH:5][CH:4]=1.C(OC([N:21]=[C:22]=S)=O)C.Cl.[NH2:25]O. The catalyst is C(N(C(C)C)C(C)C)C. The product is [CH3:1][O:2][C:3]1[N:8]2[N:25]=[C:22]([NH2:21])[N:9]=[C:7]2[C:6]([C:10]2[CH:11]=[CH:12][CH:13]=[CH:14][CH:15]=2)=[CH:5][CH:4]=1. The yield is 0.800. (4) The reactants are CC([O-])=O.[Na+].[C:6]([O:10][C:11]([N:13]1[CH2:18][CH2:17][C:16](O)([CH:19]([C:26]([OH:28])=[O:27])[C:20]2[CH:25]=[CH:24][CH:23]=[CH:22][CH:21]=2)[CH2:15][CH2:14]1)=[O:12])([CH3:9])([CH3:8])[CH3:7]. The catalyst is CC(OC(C)=O)=O. The product is [C:6]([O:10][C:11]([N:13]1[CH2:18][CH2:17][C:16](=[C:19]([C:20]2[CH:21]=[CH:22][CH:23]=[CH:24][CH:25]=2)[C:26]([OH:28])=[O:27])[CH2:15][CH2:14]1)=[O:12])([CH3:9])([CH3:7])[CH3:8]. The yield is 0.870. (5) The yield is 0.430. The catalyst is CN(C=O)C. The reactants are [NH:1]1[C:9]2[C:4](=[CH:5][CH:6]=[CH:7][CH:8]=2)[C:3]([CH2:10][CH2:11][C:12]([OH:14])=[O:13])=[CH:2]1.[H-].[Na+].Br[CH2:18][CH2:19][O:20][Si:21]([C:24]([CH3:27])([CH3:26])[CH3:25])([CH3:23])[CH3:22].S([O-])([O-])(=O)=O.[Na+].[Na+]. The product is [Si:21]([O:20][CH2:19][CH2:18][N:1]1[C:9]2[C:4](=[CH:5][CH:6]=[CH:7][CH:8]=2)[C:3]([CH2:10][CH2:11][C:12]([OH:14])=[O:13])=[CH:2]1)([C:24]([CH3:27])([CH3:26])[CH3:25])([CH3:23])[CH3:22]. (6) The reactants are ClN1C(=O)CCC1=O.N1C=CC=CC=1.[N:15]1[CH:20]=[CH:19][CH:18]=[CH:17][C:16]=1[CH:21]=[N:22][OH:23].[CH2:24]([O:26][C:27](=[O:36])/[CH:28]=[C:29](/N1CCCC1)\[CH3:30])[CH3:25].C(N(CC)CC)C. The catalyst is C(Cl)(Cl)Cl. The product is [CH2:24]([O:26][C:27]([C:28]1[C:21]([C:16]2[CH:17]=[CH:18][CH:19]=[CH:20][N:15]=2)=[N:22][O:23][C:29]=1[CH3:30])=[O:36])[CH3:25]. The yield is 0.110. (7) The reactants are [C:1]([O:4][CH2:5]/[CH:6]=[C:7](\[CH3:16])/[CH2:8]OC1CCCCO1)(=[O:3])[CH3:2].C(Br)(Br)(Br)[Br:18].C1(P(C2C=CC=CC=2)C2C=CC=CC=2)C=CC=CC=1. The catalyst is C(Cl)Cl. The product is [C:1]([O:4][CH2:5]/[CH:6]=[C:7](\[CH3:16])/[CH2:8][Br:18])(=[O:3])[CH3:2]. The yield is 0.760. (8) The reactants are [O:1]1[CH2:5][CH2:4][O:3][CH:2]1[CH2:6][CH2:7][C:8]1[S:12][C:11]([C:13]2[CH:18]=[CH:17][CH:16]=[CH:15][CH:14]=2)=[N:10][C:9]=1[C:19]([O:21]CC)=[O:20].[Li+].[OH-].Cl. The catalyst is CO.C1COCC1.O.[Cl-].[Na+].O. The product is [O:3]1[CH2:4][CH2:5][O:1][CH:2]1[CH2:6][CH2:7][C:8]1[S:12][C:11]([C:13]2[CH:18]=[CH:17][CH:16]=[CH:15][CH:14]=2)=[N:10][C:9]=1[C:19]([OH:21])=[O:20]. The yield is 0.750.